This data is from Catalyst prediction with 721,799 reactions and 888 catalyst types from USPTO. The task is: Predict which catalyst facilitates the given reaction. Product: [C:1]([O:5][C:6]([N:8]1[CH2:13][CH2:12][CH2:11][CH:10]([CH2:14][O:15][C:16]2[CH:21]=[CH:20][C:19]([C:22]([F:25])([F:24])[F:23])=[CH:18][C:17]=2[NH:26][C:27]([NH:47][C:44]2[CH:43]=[N:42][C:41]([C:40]([F:39])([F:48])[F:49])=[CH:46][N:45]=2)=[O:28])[CH2:9]1)=[O:7])([CH3:4])([CH3:2])[CH3:3]. Reactant: [C:1]([O:5][C:6]([N:8]1[CH2:13][CH2:12][CH2:11][CH:10]([CH2:14][O:15][C:16]2[CH:21]=[CH:20][C:19]([C:22]([F:25])([F:24])[F:23])=[CH:18][C:17]=2[NH:26][C:27](OC2C=CC([N+]([O-])=O)=CC=2)=[O:28])[CH2:9]1)=[O:7])([CH3:4])([CH3:3])[CH3:2].[F:39][C:40]([F:49])([F:48])[C:41]1[N:42]=[CH:43][C:44]([NH2:47])=[N:45][CH:46]=1. The catalyst class is: 37.